From a dataset of Catalyst prediction with 721,799 reactions and 888 catalyst types from USPTO. Predict which catalyst facilitates the given reaction. (1) Product: [Br:16][C:13]1[CH:14]=[CH:15][C:8]([N:5]2[CH2:6][CH2:7][N:2]([CH3:1])[CH2:3][CH2:4]2)=[CH:9][C:10]=1[CH:11]=[O:12]. The catalyst class is: 2. Reactant: [CH3:1][N:2]1[CH2:7][CH2:6][N:5]([C:8]2[CH:9]=[C:10]([CH:13]=[CH:14][CH:15]=2)[CH:11]=[O:12])[CH2:4][CH2:3]1.[Br:16]N1C(=O)CCC1=O. (2) Reactant: [C:1]([O:4][C@@H:5]1[CH2:10][C@H:9]([C:11]2[CH:16]=[CH:15][N:14]=[CH:13][C:12]=2[N+:17]([O-])=O)[O:8][C@H:7]([CH:20]2[CH2:22][CH2:21]2)[C@:6]1([OH:24])[CH3:23])(=[O:3])[CH3:2]. Product: [C:1]([O:4][C@@H:5]1[CH2:10][C@H:9]([C:11]2[CH:16]=[CH:15][N:14]=[CH:13][C:12]=2[NH2:17])[O:8][C@H:7]([CH:20]2[CH2:21][CH2:22]2)[C@:6]1([OH:24])[CH3:23])(=[O:3])[CH3:2].[C:1]([O:4][C@H:5]1[CH2:10][C@@H:9]([C:11]2[CH:16]=[CH:15][N:14]=[CH:13][C:12]=2[NH2:17])[O:8][C@@H:7]([CH:20]2[CH2:21][CH2:22]2)[C@@:6]1([OH:24])[CH3:23])(=[O:3])[CH3:2]. The catalyst class is: 409. (3) Reactant: [C:1]([S:5]([C:8]1[CH:23]=[CH:22][C:21]([N+:24]([O-])=O)=[CH:20][C:9]=1[CH2:10][N:11]([CH3:19])[C:12](=[O:18])[O:13][C:14]([CH3:17])([CH3:16])[CH3:15])(=[O:7])=[O:6])([CH3:4])([CH3:3])[CH3:2]. The catalyst class is: 19. Product: [NH2:24][C:21]1[CH:22]=[CH:23][C:8]([S:5]([C:1]([CH3:4])([CH3:3])[CH3:2])(=[O:7])=[O:6])=[C:9]([CH:20]=1)[CH2:10][N:11]([CH3:19])[C:12](=[O:18])[O:13][C:14]([CH3:15])([CH3:16])[CH3:17]. (4) Reactant: COCN[C:5]([C:7]1[N:8]=[C:9]([C:12]2[CH:17]=[CH:16][CH:15]=[CH:14][CH:13]=2)[S:10][CH:11]=1)=[O:6].[H-].[H-].[H-].[H-].[Li+].[Al+3]. Product: [C:12]1([C:9]2[S:10][CH:11]=[C:7]([CH:5]=[O:6])[N:8]=2)[CH:13]=[CH:14][CH:15]=[CH:16][CH:17]=1. The catalyst class is: 1.